From a dataset of NCI-60 drug combinations with 297,098 pairs across 59 cell lines. Regression. Given two drug SMILES strings and cell line genomic features, predict the synergy score measuring deviation from expected non-interaction effect. (1) Drug 1: C1CN1C2=NC(=NC(=N2)N3CC3)N4CC4. Drug 2: CC1=C(N=C(N=C1N)C(CC(=O)N)NCC(C(=O)N)N)C(=O)NC(C(C2=CN=CN2)OC3C(C(C(C(O3)CO)O)O)OC4C(C(C(C(O4)CO)O)OC(=O)N)O)C(=O)NC(C)C(C(C)C(=O)NC(C(C)O)C(=O)NCCC5=NC(=CS5)C6=NC(=CS6)C(=O)NCCC[S+](C)C)O. Cell line: COLO 205. Synergy scores: CSS=27.2, Synergy_ZIP=-1.39, Synergy_Bliss=5.84, Synergy_Loewe=3.14, Synergy_HSA=5.29. (2) Drug 1: CNC(=O)C1=CC=CC=C1SC2=CC3=C(C=C2)C(=NN3)C=CC4=CC=CC=N4. Drug 2: CC1=C2C(C(=O)C3(C(CC4C(C3C(C(C2(C)C)(CC1OC(=O)C(C(C5=CC=CC=C5)NC(=O)OC(C)(C)C)O)O)OC(=O)C6=CC=CC=C6)(CO4)OC(=O)C)O)C)O. Cell line: NCIH23. Synergy scores: CSS=43.0, Synergy_ZIP=8.66, Synergy_Bliss=9.61, Synergy_Loewe=-21.6, Synergy_HSA=8.74. (3) Drug 1: C1CN1C2=NC(=NC(=N2)N3CC3)N4CC4. Drug 2: C1CC(=O)NC(=O)C1N2C(=O)C3=CC=CC=C3C2=O. Cell line: UO-31. Synergy scores: CSS=22.4, Synergy_ZIP=-6.61, Synergy_Bliss=0.0186, Synergy_Loewe=-16.8, Synergy_HSA=-1.08. (4) Drug 1: CC1C(C(CC(O1)OC2CC(CC3=C2C(=C4C(=C3O)C(=O)C5=C(C4=O)C(=CC=C5)OC)O)(C(=O)CO)O)N)O.Cl. Drug 2: N.N.Cl[Pt+2]Cl. Cell line: NCIH23. Synergy scores: CSS=69.9, Synergy_ZIP=1.11, Synergy_Bliss=1.59, Synergy_Loewe=0.192, Synergy_HSA=3.12. (5) Drug 1: CC(C1=C(C=CC(=C1Cl)F)Cl)OC2=C(N=CC(=C2)C3=CN(N=C3)C4CCNCC4)N. Drug 2: C1=C(C(=O)NC(=O)N1)N(CCCl)CCCl. Cell line: SR. Synergy scores: CSS=85.5, Synergy_ZIP=3.93, Synergy_Bliss=3.11, Synergy_Loewe=0.967, Synergy_HSA=5.47.